From a dataset of Catalyst prediction with 721,799 reactions and 888 catalyst types from USPTO. Predict which catalyst facilitates the given reaction. (1) Reactant: [C:1]([O:4][C:5]([CH3:28])([CH3:27])[CH2:6][NH:7][C:8](=[O:26])[C@H:9]([N:17](C(OC(C)(C)C)=O)[CH3:18])[CH2:10][C:11]1[CH:16]=[CH:15][CH:14]=[CH:13][CH:12]=1)(=[O:3])[CH3:2].FC(F)(F)C(O)=O. Product: [C:1]([O:4][C:5]([CH3:28])([CH3:27])[CH2:6][NH:7][C:8](=[O:26])[C@H:9]([NH:17][CH3:18])[CH2:10][C:11]1[CH:16]=[CH:15][CH:14]=[CH:13][CH:12]=1)(=[O:3])[CH3:2]. The catalyst class is: 4. (2) Reactant: [NH2:1][C:2]1[N:7]=[C:6](S(C)=O)[C:5]([C:11]#[N:12])=[C:4]([C:13]2[O:14][C:15]([CH3:18])=[CH:16][CH:17]=2)[N:3]=1.Cl.[NH2:20][CH2:21][C:22]1[C:27]([Cl:28])=[CH:26][C:25]([C:29]([F:32])([F:31])[F:30])=[CH:24][N:23]=1.C1CCN2C(=NCCC2)CC1. Product: [NH2:1][C:2]1[N:7]=[C:6]([NH:20][CH2:21][C:22]2[C:27]([Cl:28])=[CH:26][C:25]([C:29]([F:32])([F:31])[F:30])=[CH:24][N:23]=2)[C:5]([C:11]#[N:12])=[C:4]([C:13]2[O:14][C:15]([CH3:18])=[CH:16][CH:17]=2)[N:3]=1. The catalyst class is: 57. (3) Reactant: [Br:1][C:2]1[CH:3]=[CH:4][C:5](F)=[C:6]([CH:9]=1)[CH:7]=[O:8].[NH:11]1[CH2:17][CH2:16][CH2:15][CH2:14][CH2:13][CH2:12]1.C(=O)([O-])[O-].[K+].[K+].O. Product: [N:11]1([C:5]2[CH:4]=[CH:3][C:2]([Br:1])=[CH:9][C:6]=2[CH:7]=[O:8])[CH2:17][CH2:16][CH2:15][CH2:14][CH2:13][CH2:12]1. The catalyst class is: 3. (4) Reactant: COCCO[AlH2-]OCCOC.[Na+].[OH:13][C:14]1([C:23]#[C:24][C:25]([O:27][CH3:28])=[O:26])[CH2:19][CH:18]([CH3:20])[CH2:17][CH2:16][C:15]1([CH3:22])[CH3:21]. Product: [OH:13][C:14]1(/[CH:23]=[CH:24]/[C:25]([O:27][CH3:28])=[O:26])[CH2:19][CH:18]([CH3:20])[CH2:17][CH2:16][C:15]1([CH3:22])[CH3:21]. The catalyst class is: 1. (5) Reactant: [C:1]([O:9][CH2:10][CH3:11])(=[O:8])[CH2:2][C:3]([O:5][CH2:6][CH3:7])=[O:4].[Cl-].[Mg+2].[Cl-].[C:15](Cl)(=[O:17])[CH3:16].Cl. Product: [C:15]([CH:2]([C:3]([O:5][CH2:6][CH3:7])=[O:4])[C:1]([O:9][CH2:10][CH3:11])=[O:8])(=[O:17])[CH3:16]. The catalyst class is: 556. (6) Reactant: [CH3:1][C:2]1[C:6]([CH:7]=O)=[C:5]([C:9]2[CH:14]=[CH:13][CH:12]=[CH:11][CH:10]=2)[O:4][N:3]=1.C(OP([CH2:23][C:24]([O:26]CC)=[O:25])(OCC)=O)C.[H-].[Na+].Cl. Product: [CH3:1][C:2]1[C:6](/[CH:7]=[CH:23]/[C:24]([OH:26])=[O:25])=[C:5]([C:9]2[CH:14]=[CH:13][CH:12]=[CH:11][CH:10]=2)[O:4][N:3]=1. The catalyst class is: 9.